The task is: Predict which catalyst facilitates the given reaction.. This data is from Catalyst prediction with 721,799 reactions and 888 catalyst types from USPTO. (1) Reactant: Cl[C:2]1[CH:3]=[C:4]2[C:8](=[CH:9][CH:10]=1)[C:7](=[O:11])[N:6](C1C=NC=C(N(C3CCN(S(CC)(=O)=O)C3)C)C=1)[C:5]2([CH3:31])[CH3:30].C(#N)C. Product: [CH3:30][C:5]1([CH3:31])[C:4]2[C:8](=[CH:9][CH:10]=[CH:2][CH:3]=2)[C:7](=[O:11])[NH:6]1. The catalyst class is: 8. (2) Reactant: [O:1]([NH2:3])[CH3:2].N1C=CC=CC=1.[CH:10]12[CH2:19][CH:14]3[CH2:15][CH:16]([CH2:18][CH:12]([CH2:13]3)[C:11]1=O)[CH2:17]2. Product: [CH3:2][O:1][N:3]=[C:11]1[CH:12]2[CH2:18][CH:16]3[CH2:15][CH:14]([CH2:19][CH:10]1[CH2:17]3)[CH2:13]2. The catalyst class is: 209. (3) Reactant: [C:1]([NH:4][CH2:5][CH:6]([OH:12])[CH2:7][NH:8][C:9](=[O:11])[CH3:10])(=[O:3])[CH3:2].N1C=CN=C1.[C:18]([Si:22](Cl)([CH3:24])[CH3:23])([CH3:21])([CH3:20])[CH3:19].O.CCOCC. Product: [C:9]([NH:8][CH2:7][CH:6]([O:12][Si:22]([C:18]([CH3:21])([CH3:20])[CH3:19])([CH3:24])[CH3:23])[CH2:5][NH:4][C:1](=[O:3])[CH3:2])(=[O:11])[CH3:10]. The catalyst class is: 3.